Task: Predict which catalyst facilitates the given reaction.. Dataset: Catalyst prediction with 721,799 reactions and 888 catalyst types from USPTO (1) Reactant: [Cl:1][CH2:2][C:3]([NH:5][C:6]1[C:15]([Cl:16])=[CH:14][CH:13]=[C:12]2[C:7]=1C=CC(C=CC)=N2)=[O:4].C[N+:21]1([O-])[CH2:26][CH2:25][O:24][CH2:23][CH2:22]1.S(S([O-])=O)([O-])(=O)=O.[Na+].[Na+].[CH3:37][C:38](C)=[O:39]. Product: [Cl:1][CH2:2][C:3]([NH:5][C:6]1[C:15]([Cl:16])=[CH:14][CH:23]=[C:22]2[C:7]=1[CH:12]=[CH:13][C:26]([CH:25]([OH:24])[CH:38]([OH:39])[CH3:37])=[N:21]2)=[O:4]. The catalyst class is: 6. (2) Product: [C:1]1([C:11]2[CH:12]=[C:13]3[CH:19]=[CH:18][N:17]([S:20]([C:23]4[CH:28]=[CH:27][C:26]([CH3:29])=[CH:25][CH:24]=4)(=[O:21])=[O:22])[C:14]3=[N:15][CH:16]=2)[CH:6]=[CH:5][CH:4]=[CH:3][CH:2]=1. The catalyst class is: 9. Reactant: [C:1]1(B(O)O)[CH:6]=[CH:5][CH:4]=[CH:3][CH:2]=1.Br[C:11]1[CH:12]=[C:13]2[CH:19]=[CH:18][N:17]([S:20]([C:23]3[CH:28]=[CH:27][C:26]([CH3:29])=[CH:25][CH:24]=3)(=[O:22])=[O:21])[C:14]2=[N:15][CH:16]=1.C(=O)(O)[O-].[Na+]. (3) Reactant: [N+:1]([C:4]1[CH:9]=[CH:8][CH:7]=[C:6]([N+:10]([O-])=O)[C:5]=1[NH:13][CH2:14][CH2:15][C:16]([O:18][CH2:19][CH3:20])=[O:17])([O-])=O. Product: [NH2:1][C:4]1[CH:9]=[CH:8][CH:7]=[C:6]([NH2:10])[C:5]=1[NH:13][CH2:14][CH2:15][C:16]([O:18][CH2:19][CH3:20])=[O:17]. The catalyst class is: 304. (4) Reactant: [F:1][C:2]1[CH:21]=[CH:20][C:5]2[C:6]([C:9]3[CH:14]=[CH:13][C:12]([O:15][CH2:16][C@@H:17]4[CH2:19][O:18]4)=[CH:11][CH:10]=3)=[N:7][O:8][C:4]=2[CH:3]=1.[NH:22]1[CH2:27][CH2:26][CH2:25][CH2:24][CH2:23]1. Product: [F:1][C:2]1[CH:21]=[CH:20][C:5]2[C:6]([C:9]3[CH:10]=[CH:11][C:12]([O:15][CH2:16][C@@H:17]([OH:18])[CH2:19][N:22]4[CH2:27][CH2:26][CH2:25][CH2:24][CH2:23]4)=[CH:13][CH:14]=3)=[N:7][O:8][C:4]=2[CH:3]=1. The catalyst class is: 737. (5) The catalyst class is: 63. Reactant: [C:1]([O:5][C:6]([N:8]1[CH:13]2[CH2:14][CH2:15][CH:9]1[CH2:10][N:11](CC1C=CC=CC=1)[CH2:12]2)=[O:7])([CH3:4])([CH3:3])[CH3:2]. Product: [C:1]([O:5][C:6]([N:8]1[CH:9]2[CH2:15][CH2:14][CH:13]1[CH2:12][NH:11][CH2:10]2)=[O:7])([CH3:4])([CH3:2])[CH3:3]. (6) Reactant: [Cl:1][C:2]1[CH:10]=[CH:9][C:8]2[C:4](=[CH:5][N:6]([CH3:11])[N:7]=2)[C:3]=1[C:12](OC)=[O:13].[H-].C([Al+]CC(C)C)C(C)C.O. Product: [Cl:1][C:2]1[CH:10]=[CH:9][C:8]2[C:4](=[CH:5][N:6]([CH3:11])[N:7]=2)[C:3]=1[CH2:12][OH:13]. The catalyst class is: 188. (7) Reactant: Br[C:2]1[C:3]([NH:9][C:10](=[O:13])[CH2:11]I)=[N:4][CH:5]=[C:6]([Br:8])[N:7]=1.C(N(C(C)C)CC)(C)C.Cl.[CH3:24][O:25][C@@H:26]1[CH2:31][CH2:30][C@H:29]([NH2:32])[CH2:28][CH2:27]1. Product: [Br:8][C:6]1[N:7]=[C:2]2[N:32]([C@H:29]3[CH2:30][CH2:31][C@@H:26]([O:25][CH3:24])[CH2:27][CH2:28]3)[CH2:11][C:10](=[O:13])[NH:9][C:3]2=[N:4][CH:5]=1. The catalyst class is: 10.